From a dataset of NCI-60 drug combinations with 297,098 pairs across 59 cell lines. Regression. Given two drug SMILES strings and cell line genomic features, predict the synergy score measuring deviation from expected non-interaction effect. (1) Drug 1: CN(C(=O)NC(C=O)C(C(C(CO)O)O)O)N=O. Drug 2: C1CCC(C(C1)N)N.C(=O)(C(=O)[O-])[O-].[Pt+4]. Cell line: OVCAR-8. Synergy scores: CSS=3.10, Synergy_ZIP=-9.49, Synergy_Bliss=-17.9, Synergy_Loewe=-33.5, Synergy_HSA=-16.8. (2) Drug 1: C1CC(C1)(C(=O)O)C(=O)O.[NH2-].[NH2-].[Pt+2]. Drug 2: CC1C(C(CC(O1)OC2CC(CC3=C2C(=C4C(=C3O)C(=O)C5=C(C4=O)C(=CC=C5)OC)O)(C(=O)CO)O)N)O.Cl. Cell line: IGROV1. Synergy scores: CSS=27.7, Synergy_ZIP=-7.60, Synergy_Bliss=-4.92, Synergy_Loewe=-18.5, Synergy_HSA=-1.37. (3) Drug 1: CN(CCCl)CCCl.Cl. Cell line: MDA-MB-435. Synergy scores: CSS=5.96, Synergy_ZIP=0.362, Synergy_Bliss=5.14, Synergy_Loewe=0.586, Synergy_HSA=3.38. Drug 2: CN(C(=O)NC(C=O)C(C(C(CO)O)O)O)N=O.